The task is: Binary Classification. Given a miRNA mature sequence and a target amino acid sequence, predict their likelihood of interaction.. This data is from Experimentally validated miRNA-target interactions with 360,000+ pairs, plus equal number of negative samples. (1) The miRNA is hsa-miR-106a-5p with sequence AAAAGUGCUUACAGUGCAGGUAG. The protein sequence of the target gene is MKRVNSCVKSDEHVLEELETEGERQLKSLLQHQLDTSVSIEECMSKKESFAPGTMYKPFGKEAAGTMTLSQFQTLHEKDQETASLRELGLNETEILIWKSHVSGEKKTKLRATPEAIQNRLQDIEERISERQRILCLPQRFAKSKQLTRREMEIEKSLFQGADRHSFLKALYYQDEPQKKNKGDPMNNLESFYQEMIMKKRLEEFQLMRGEPFASHSLVSATSVGDSGTAESPSLLQDKGKQAAQGKGPSLHVANVIDFSPEQCWTGPKKLTQPIEFVPEDEIQRNRLSEEEIRKIPMFS.... Result: 1 (interaction). (2) Result: 0 (no interaction). The protein sequence of the target gene is MTAESGPPPPQPEVLATVKEERGETAAGAGVPGEATGRGAGGRRRKRPLQRGKPPYSYIALIAMAIAHAPERRLTLGGIYKFITERFPFYRDNPKKWQNSIRHNLTLNDCFLKIPREAGRPGKGNYWALDPNAEDMFESGSFLRRRKRFKRSDLSTYPAYMHDAAAAAAAAAAAAAAAAIFPGAVPAARPPYPGAVYAGYAPPSLAAPPPVYYPAASPGPCRVFGLVPERPLSPELGPAPSGPGGSCAFASAGAPATTTGYQPAGCTGARPANPSAYAAAYAGPDGAYPQGAGSAIFAAA.... The miRNA is hsa-miR-378c with sequence ACUGGACUUGGAGUCAGAAGAGUGG.